This data is from Peptide-MHC class II binding affinity with 134,281 pairs from IEDB. The task is: Regression. Given a peptide amino acid sequence and an MHC pseudo amino acid sequence, predict their binding affinity value. This is MHC class II binding data. (1) The peptide sequence is KPNDFMPTFAKAMEK. The MHC is DRB1_1302 with pseudo-sequence DRB1_1302. The binding affinity (normalized) is 0.319. (2) The peptide sequence is TIDGRGAEVHIGNGG. The MHC is DRB1_0405 with pseudo-sequence DRB1_0405. The binding affinity (normalized) is 0.116. (3) The binding affinity (normalized) is 0.243. The peptide sequence is AGCQTYKWETFLTSE. The MHC is HLA-DQA10301-DQB10302 with pseudo-sequence HLA-DQA10301-DQB10302. (4) The binding affinity (normalized) is 0.173. The MHC is HLA-DQA10301-DQB10302 with pseudo-sequence HLA-DQA10301-DQB10302. The peptide sequence is GFPVRPQVPLRPMTYKGAFDL.